Dataset: Catalyst prediction with 721,799 reactions and 888 catalyst types from USPTO. Task: Predict which catalyst facilitates the given reaction. (1) Reactant: [O:1]1[C:5]2[CH:6]=[CH:7][CH:8]=[CH:9][C:4]=2[CH:3]=[C:2]1[NH:10][C:11]1[CH:16]=[CH:15][C:14]([C:17]2[CH:18]=[N:19][N:20]([CH3:22])[CH:21]=2)=[CH:13][N:12]=1.[ClH:23]. Product: [ClH:23].[ClH:23].[O:1]1[C:5]2[CH:6]=[CH:7][CH:8]=[CH:9][C:4]=2[CH:3]=[C:2]1[NH:10][C:11]1[CH:16]=[CH:15][C:14]([C:17]2[CH:18]=[N:19][N:20]([CH3:22])[CH:21]=2)=[CH:13][N:12]=1. The catalyst class is: 12. (2) Reactant: [CH3:1][O:2][C:3]1[C:4]([CH3:14])=[C:5]([NH:9][S:10]([CH3:13])(=[O:12])=[O:11])[CH:6]=[CH:7][CH:8]=1.[C:15]([O-])([O-])=O.[K+].[K+]. Product: [CH3:1][O:2][C:3]1[C:4]([CH3:14])=[C:5]([N:9]([CH3:15])[S:10]([CH3:13])(=[O:12])=[O:11])[CH:6]=[CH:7][CH:8]=1. The catalyst class is: 3. (3) The catalyst class is: 2. Product: [CH3:48][S:49]([O:40][CH2:39][C@H:34]1[CH2:35][CH2:36][C:37](=[O:38])[N:33]1[C:4]1[CH:3]=[C:2]([F:1])[CH:32]=[CH:31][C:5]=1[CH2:6][NH:7][C:8]([C:10]1[N:11]=[C:12]2[N:17]([C:18](=[O:28])[C:19]=1[O:20][CH2:21][C:22]1[CH:27]=[CH:26][CH:25]=[CH:24][CH:23]=1)[CH2:16][CH2:15][O:14][C:13]2([CH3:30])[CH3:29])=[O:9])(=[O:51])=[O:50]. Reactant: [F:1][C:2]1[CH:32]=[CH:31][C:5]([CH2:6][NH:7][C:8]([C:10]2[N:11]=[C:12]3[N:17]([C:18](=[O:28])[C:19]=2[O:20][CH2:21][C:22]2[CH:27]=[CH:26][CH:25]=[CH:24][CH:23]=2)[CH2:16][CH2:15][O:14][C:13]3([CH3:30])[CH3:29])=[O:9])=[C:4]([N:33]2[C:37](=[O:38])[CH2:36][CH2:35][C@@H:34]2[CH2:39][OH:40])[CH:3]=1.C(N(CC)CC)C.[CH3:48][S:49](Cl)(=[O:51])=[O:50].O. (4) Reactant: [NH2:1][C:2]1[CH:7]=[CH:6][CH:5]=[CH:4][CH:3]=1.[O:8]1[C:16](=[O:17])[CH2:15][CH2:14][CH2:13][CH2:12][CH2:11][CH2:10][C:9]1=[O:18]. Product: [C:2]1([NH:1][C:16]([CH2:15][CH2:14][CH2:13][CH2:12][CH2:11][CH2:10][C:9]([OH:18])=[O:8])=[O:17])[CH:7]=[CH:6][CH:5]=[CH:4][CH:3]=1. The catalyst class is: 20. (5) Reactant: [CH2:1]([C:3]1[N:17]([C@@H:18]2[C:26]3[C:21](=[CH:22][C:23]([C:27]4[CH:32]=[CH:31][CH:30]=[CH:29][C:28]=4[C:33]4[N:37](C(C5C=CC=CC=5)(C5C=CC=CC=5)C5C=CC=CC=5)[N:36]=[N:35][N:34]=4)=[CH:24][CH:25]=3)[CH2:20][CH2:19]2)[C:6]2=[N:7][C:8]([CH2:12][O:13][CH:14]([CH3:16])[CH3:15])=[CH:9][C:10]([CH3:11])=[C:5]2[N:4]=1)[CH3:2]. Product: [NH:37]1[C:33]([C:28]2[CH:29]=[CH:30][CH:31]=[CH:32][C:27]=2[C:23]2[CH:22]=[C:21]3[C:26](=[CH:25][CH:24]=2)[C@@H:18]([N:17]2[C:6]4=[N:7][C:8]([CH2:12][O:13][CH:14]([CH3:15])[CH3:16])=[CH:9][C:10]([CH3:11])=[C:5]4[N:4]=[C:3]2[CH2:1][CH3:2])[CH2:19][CH2:20]3)=[N:34][N:35]=[N:36]1. The catalyst class is: 5. (6) Product: [S:2]([O:17][CH2:16][C:15]#[C:14][CH2:13][O:12][CH:7]1[CH2:8][CH2:9][CH2:10][CH2:11][O:6]1)(=[O:4])(=[O:3])[CH3:1]. Reactant: [CH3:1][S:2](Cl)(=[O:4])=[O:3].[O:6]1[CH2:11][CH2:10][CH2:9][CH2:8][CH:7]1[O:12][CH2:13][C:14]#[C:15][CH2:16][OH:17].O.[Na+].[Cl-]. The catalyst class is: 2.